This data is from Catalyst prediction with 721,799 reactions and 888 catalyst types from USPTO. The task is: Predict which catalyst facilitates the given reaction. Reactant: [Br:1][C:2]1[CH:3]=[CH:4][C:5]([Cl:10])=[C:6]([CH2:8][OH:9])[CH:7]=1.[H-].[Na+].[CH3:13][NH:14][C:15](Cl)=[O:16].[NH4+].[Cl-]. Product: [CH3:13][NH:14][C:15](=[O:16])[O:9][CH2:8][C:6]1[CH:7]=[C:2]([Br:1])[CH:3]=[CH:4][C:5]=1[Cl:10]. The catalyst class is: 7.